This data is from Reaction yield outcomes from USPTO patents with 853,638 reactions. The task is: Predict the reaction yield, written as a fraction of the theoretical maximum amount of product (1.0 means a 100% yield; for example, 0.34 means a 34% yield). (1) The reactants are N(C(OCC)=O)=NC(OCC)=O.[Cl:13][C:14]1[CH:19]=[CH:18][CH:17]=[CH:16][C:15]=1[CH:20]([OH:22])[CH3:21].C1(P(C2C=CC=CC=2)C2C=CC=CC=2)C=CC=CC=1.[CH3:42][O:43][C:44]([C:46]1[S:47][C:48]([C:52]([O:54][CH3:55])=[O:53])=[CH:49][C:50]=1O)=[O:45]. The catalyst is C1COCC1. The product is [CH3:42][O:43][C:44]([C:46]1[S:47][C:48]([C:52]([O:54][CH3:55])=[O:53])=[CH:49][C:50]=1[O:22][CH:20]([C:15]1[CH:16]=[CH:17][CH:18]=[CH:19][C:14]=1[Cl:13])[CH3:21])=[O:45]. The yield is 0.930. (2) The reactants are C([NH:5][S:6]([C:9]1([C:12]([OH:14])=O)[CH2:11][CH2:10]1)(=[O:8])=[O:7])(C)(C)C.C(O)(C(F)(F)F)=O.C(Cl)[Cl:23]. No catalyst specified. The product is [S:6]([C:9]1([C:12]([Cl:23])=[O:14])[CH2:11][CH2:10]1)(=[O:8])(=[O:7])[NH2:5]. The yield is 0.490. (3) The reactants are Br[C:2]1[C:3]2[C:4]3[CH:17]=[CH:16][S:15][C:5]=3[C:6](=[O:14])[NH:7][C:8]=2[CH:9]=[CH:10][C:11]=1[O:12][CH3:13].[CH3:18][N:19]([CH3:31])[CH:20]([C:22]1[CH:27]=[CH:26][C:25](B(O)O)=[CH:24][CH:23]=1)[CH3:21]. No catalyst specified. The product is [CH3:31][N:19]([CH3:18])[CH:20]([C:22]1[CH:27]=[CH:26][C:25]([C:2]2[C:3]3[C:4]4[CH:17]=[CH:16][S:15][C:5]=4[C:6](=[O:14])[NH:7][C:8]=3[CH:9]=[CH:10][C:11]=2[O:12][CH3:13])=[CH:24][CH:23]=1)[CH3:21]. The yield is 0.580.